This data is from Peptide-MHC class I binding affinity with 185,985 pairs from IEDB/IMGT. The task is: Regression. Given a peptide amino acid sequence and an MHC pseudo amino acid sequence, predict their binding affinity value. This is MHC class I binding data. (1) The peptide sequence is TEGSVKGLT. The MHC is HLA-B45:01 with pseudo-sequence HLA-B45:01. The binding affinity (normalized) is 0.183. (2) The peptide sequence is LLGDSDSVAK. The MHC is HLA-A33:01 with pseudo-sequence HLA-A33:01. The binding affinity (normalized) is 0. (3) The peptide sequence is MSYTMCSGK. The MHC is HLA-A68:01 with pseudo-sequence HLA-A68:01. The binding affinity (normalized) is 0.836. (4) The peptide sequence is THYSGNIVH. The MHC is HLA-B46:01 with pseudo-sequence HLA-B46:01. The binding affinity (normalized) is 0.0847. (5) The peptide sequence is MGYTYARV. The MHC is H-2-Kb with pseudo-sequence H-2-Kb. The binding affinity (normalized) is 1.00. (6) The peptide sequence is HRIQEELFY. The MHC is HLA-A69:01 with pseudo-sequence YYAMYRNNVAQTDVDTLYVRYHYYTWAVLAYTWY. The binding affinity (normalized) is 0.0847. (7) The binding affinity (normalized) is 0.000915. The peptide sequence is SWIPKRNRSI. The MHC is HLA-A30:02 with pseudo-sequence HLA-A30:02. (8) The peptide sequence is RDYVDRFYKTL. The MHC is HLA-A26:01 with pseudo-sequence HLA-A26:01. The binding affinity (normalized) is 0.